Task: Predict the reactants needed to synthesize the given product.. Dataset: Full USPTO retrosynthesis dataset with 1.9M reactions from patents (1976-2016) (1) Given the product [Cl:24][C:25]1[C:26]([F:35])=[C:27]([S:31]([NH:1][C:2]2[CH:7]=[N:6][CH:5]=[C:4]([C:8]3[S:12][C:11]([C:13]4[CH:14]=[C:15]5[C:19](=[CH:20][CH:21]=4)[C:18](=[O:22])[N:17]([CH3:23])[CH2:16]5)=[CH:10][CH:9]=3)[CH:3]=2)(=[O:33])=[O:32])[CH:28]=[CH:29][CH:30]=1, predict the reactants needed to synthesize it. The reactants are: [NH2:1][C:2]1[CH:3]=[C:4]([C:8]2[S:12][C:11]([C:13]3[CH:14]=[C:15]4[C:19](=[CH:20][CH:21]=3)[C:18](=[O:22])[N:17]([CH3:23])[CH2:16]4)=[CH:10][CH:9]=2)[CH:5]=[N:6][CH:7]=1.[Cl:24][C:25]1[C:26]([F:35])=[C:27]([S:31](Cl)(=[O:33])=[O:32])[CH:28]=[CH:29][CH:30]=1. (2) Given the product [Cl:1][C:2]1[N:7]=[C:6]([C:8]([N:14]([O:15][CH3:16])[CH3:13])=[O:9])[C:5]([F:11])=[CH:4][CH:3]=1, predict the reactants needed to synthesize it. The reactants are: [Cl:1][C:2]1[N:7]=[C:6]([C:8](O)=[O:9])[C:5]([F:11])=[CH:4][CH:3]=1.Cl.[CH3:13][NH:14][O:15][CH3:16].CN1CCOCC1.Cl.C(N=C=NCCCN(C)C)C.Cl.